This data is from Catalyst prediction with 721,799 reactions and 888 catalyst types from USPTO. The task is: Predict which catalyst facilitates the given reaction. (1) Reactant: CCN=C=NCCCN(C)C.CS(C)=O.[CH3:16][O:17][C:18](=[O:34])[CH2:19][CH2:20][CH2:21][C:22]#[C:23][CH2:24][N:25]1[C:30](=[O:31])[CH2:29][CH2:28][CH2:27][C@@H:26]1[CH2:32][OH:33].FC(F)(F)C([O-])=O.[NH+]1C=CC=CC=1. Product: [CH3:16][O:17][C:18](=[O:34])[CH2:19][CH2:20][CH2:21][C:22]#[C:23][CH2:24][N:25]1[C:30](=[O:31])[CH2:29][CH2:28][CH2:27][C@@H:26]1[CH:32]=[O:33]. The catalyst class is: 48. (2) Reactant: [CH2:1]([Zn]CC)C.[Br:6][C:7]1[CH:12]=[CH:11][C:10]([O:13][CH:14]=[CH2:15])=[CH:9][CH:8]=1.ClCI.ClC(Cl)C. Product: [Br:6][C:7]1[CH:12]=[CH:11][C:10]([O:13][CH:14]2[CH2:1][CH2:15]2)=[CH:9][CH:8]=1. The catalyst class is: 625. (3) Reactant: C([O:4][CH:5]1[CH:10]([N:11]([CH3:13])[CH3:12])[CH2:9][CH:8]([CH3:14])[O:7][CH:6]1[O:15][CH2:16][CH2:17][C:18]#[C:19][CH2:20][CH2:21][CH2:22][CH2:23][CH2:24][CH3:25])(=O)C.C([O-])([O-])=O.[K+].[K+]. Product: [CH2:16]([O:15][CH:6]1[CH:5]([OH:4])[CH:10]([N:11]([CH3:13])[CH3:12])[CH2:9][CH:8]([CH3:14])[O:7]1)[CH2:17][C:18]#[C:19][CH2:20][CH2:21][CH2:22][CH2:23][CH2:24][CH3:25]. The catalyst class is: 5. (4) Reactant: [CH3:1][C:2]1[CH:7]=[C:6]([S:8][CH:9]([C:19]2[S:23][C:22]([C:24]3[CH:29]=[CH:28][C:27]([C:30]([F:33])([F:32])[F:31])=[CH:26][CH:25]=3)=[N:21][C:20]=2[CH3:34])[CH2:10][CH2:11][CH2:12][C:13]2[CH:18]=[CH:17][CH:16]=[CH:15][CH:14]=2)[CH:5]=[CH:4][C:3]=1[OH:35].C(=O)([O-])[O-].[K+].[K+].[CH2:42]([O:44][C:45](=[O:48])[CH2:46]Br)[CH3:43]. Product: [CH2:42]([O:44][C:45](=[O:48])[CH2:46][O:35][C:3]1[CH:4]=[CH:5][C:6]([S:8][CH:9]([C:19]2[S:23][C:22]([C:24]3[CH:25]=[CH:26][C:27]([C:30]([F:31])([F:33])[F:32])=[CH:28][CH:29]=3)=[N:21][C:20]=2[CH3:34])[CH2:10][CH2:11][CH2:12][C:13]2[CH:14]=[CH:15][CH:16]=[CH:17][CH:18]=2)=[CH:7][C:2]=1[CH3:1])[CH3:43]. The catalyst class is: 21.